From a dataset of Full USPTO retrosynthesis dataset with 1.9M reactions from patents (1976-2016). Predict the reactants needed to synthesize the given product. Given the product [CH3:1][O:2][C:3]([C:5]1[C:9]([CH3:10])=[C:8]([C:11]2[CH:16]=[CH:15][CH:14]=[CH:13][C:12]=2[C:17]([F:20])([F:19])[F:18])[N:7]([CH3:21])[CH:6]=1)=[O:4], predict the reactants needed to synthesize it. The reactants are: [CH3:1][O:2][C:3]([C:5]1[C:9]([CH3:10])=[C:8]([C:11]2[CH:16]=[CH:15][CH:14]=[CH:13][C:12]=2[C:17]([F:20])([F:19])[F:18])[NH:7][CH:6]=1)=[O:4].[CH3:21][Si]([N-][Si](C)(C)C)(C)C.[Li+].IC.